From a dataset of Forward reaction prediction with 1.9M reactions from USPTO patents (1976-2016). Predict the product of the given reaction. (1) Given the reactants FC(F)(F)C(O)=O.[Cl:8][CH2:9][CH2:10][CH2:11][CH:12]([CH:24]1[CH2:26][CH2:25]1)[C:13]([NH:15][NH:16]C(OC(C)(C)C)=O)=[O:14].C(=O)(O)[O-].[Na+].C(OCC)(=O)C, predict the reaction product. The product is: [Cl:8][CH2:9][CH2:10][CH2:11][CH:12]([CH:24]1[CH2:25][CH2:26]1)[C:13]([NH:15][NH2:16])=[O:14]. (2) Given the reactants C([O:8][C:9]1[CH:10]=[C:11]2[C:16](=[N:17][CH:18]=1)[N:15]=[C:14]([CH3:19])[C:13]([C:20]([NH:22][CH2:23][C:24]1[CH:29]=[CH:28][C:27]([C:30]([CH3:33])([CH3:32])[CH3:31])=[CH:26][CH:25]=1)=[O:21])=[CH:12]2)C1C=CC=CC=1, predict the reaction product. The product is: [C:30]([C:27]1[CH:26]=[CH:25][C:24]([CH2:23][NH:22][C:20]([C:13]2[C:14]([CH3:19])=[N:15][C:16]3[C:11]([CH:12]=2)=[CH:10][C:9]([OH:8])=[CH:18][N:17]=3)=[O:21])=[CH:29][CH:28]=1)([CH3:33])([CH3:31])[CH3:32]. (3) The product is: [C:19]1([C:2]2[C:6]3[CH:7]=[CH:8][CH:9]=[CH:10][C:5]=3[S:4][C:3]=2[CH:11]=[O:12])[CH:24]=[CH:23][CH:22]=[CH:21][CH:20]=1. Given the reactants Br[C:2]1[C:6]2[CH:7]=[CH:8][CH:9]=[CH:10][C:5]=2[S:4][C:3]=1[CH:11]=[O:12].C([O-])([O-])=O.[Na+].[Na+].[C:19]1(B(O)O)[CH:24]=[CH:23][CH:22]=[CH:21][CH:20]=1, predict the reaction product. (4) Given the reactants C([N:4]1[C:8]2[N:9]=[CH:10][N:11]=[C:12]([NH:13][CH2:14][CH:15]3[CH2:19][CH2:18][CH2:17][S:16]3)[C:7]=2[C:6]([C:20]2[CH:25]=[CH:24][CH:23]=[CH:22][CH:21]=2)=[C:5]1[C:26]1[CH:31]=[CH:30][CH:29]=[CH:28][CH:27]=1)C=C.CC(C)([O-])C.[K+].S(=O)(=O)(O)O, predict the reaction product. The product is: [C:20]1([C:6]2[C:7]3[C:12]([NH:13][CH2:14][CH:15]4[CH2:19][CH2:18][CH2:17][S:16]4)=[N:11][CH:10]=[N:9][C:8]=3[NH:4][C:5]=2[C:26]2[CH:27]=[CH:28][CH:29]=[CH:30][CH:31]=2)[CH:21]=[CH:22][CH:23]=[CH:24][CH:25]=1. (5) Given the reactants Cl[Si](C)(C)C.[Li+].[BH4-].[Br:8][C:9]1[S:10][C:11]([CH:14]=[CH:15][N+:16]([O-])=O)=[CH:12][CH:13]=1.CO, predict the reaction product. The product is: [Br:8][C:9]1[S:10][C:11]([CH2:14][CH2:15][NH2:16])=[CH:12][CH:13]=1. (6) Given the reactants Cl[CH:2]([CH2:15][CH:16]([CH3:18])[CH3:17])[C:3]([NH:5][C:6]1[CH:11]=[C:10]([CH3:12])[CH:9]=[C:8]([CH3:13])[C:7]=1[OH:14])=[O:4].C(=O)([O-])[O-].[K+].[K+].C(OCC)(=O)C.Cl, predict the reaction product. The product is: [CH2:15]([CH:2]1[C:3](=[O:4])[NH:5][C:6]2[CH:11]=[C:10]([CH3:12])[CH:9]=[C:8]([CH3:13])[C:7]=2[O:14]1)[CH:16]([CH3:18])[CH3:17]. (7) Given the reactants [Cl:1][C:2]1[N:3]=[C:4](Cl)[C:5]2[C:10]([CH3:11])=[CH:9][N:8]([S:12]([C:15]3[CH:21]=[CH:20][C:18]([CH3:19])=[CH:17][CH:16]=3)(=[O:14])=[O:13])[C:6]=2[N:7]=1.[NH2:23][C:24]1[CH:32]=[C:31]2[C:27]([CH:28]=[N:29][NH:30]2)=[CH:26][CH:25]=1.CCN(C(C)C)C(C)C, predict the reaction product. The product is: [Cl:1][C:2]1[N:3]=[C:4]([NH:23][C:24]2[CH:32]=[C:31]3[C:27]([CH:28]=[N:29][NH:30]3)=[CH:26][CH:25]=2)[C:5]2[C:10]([CH3:11])=[CH:9][N:8]([S:12]([C:15]3[CH:21]=[CH:20][C:18]([CH3:19])=[CH:17][CH:16]=3)(=[O:14])=[O:13])[C:6]=2[N:7]=1. (8) The product is: [F:41][C:23]([F:22])([F:42])[C:24]([NH:26][CH2:27][C:28]1[CH:33]=[CH:32][C:31]([F:34])=[C:30]([CH:35]2[CH2:40][CH2:39][N:38]([C:18]([C:7]3[C:8]4[C:13](=[C:12]([C:14]([F:15])([F:17])[F:16])[CH:11]=[CH:10][CH:9]=4)[N:5]([CH2:4][CH2:3][O:2][CH3:1])[CH:6]=3)=[O:20])[CH2:37][CH2:36]2)[CH:29]=1)=[O:25]. Given the reactants [CH3:1][O:2][CH2:3][CH2:4][N:5]1[C:13]2[C:8](=[CH:9][CH:10]=[CH:11][C:12]=2[C:14]([F:17])([F:16])[F:15])[C:7]([C:18]([OH:20])=O)=[CH:6]1.Cl.[F:22][C:23]([F:42])([F:41])[C:24]([NH:26][CH2:27][C:28]1[CH:33]=[CH:32][C:31]([F:34])=[C:30]([CH:35]2[CH2:40][CH2:39][NH:38][CH2:37][CH2:36]2)[CH:29]=1)=[O:25], predict the reaction product. (9) Given the reactants [CH2:1]([O:8][C:9]1[CH:10]=[C:11]([CH:15]=[CH:16][C:17]=1[I:18])[C:12](O)=[O:13])[C:2]1[CH:7]=[CH:6][CH:5]=[CH:4][CH:3]=1, predict the reaction product. The product is: [CH2:1]([O:8][C:9]1[CH:10]=[C:11]([CH2:12][OH:13])[CH:15]=[CH:16][C:17]=1[I:18])[C:2]1[CH:3]=[CH:4][CH:5]=[CH:6][CH:7]=1.